This data is from Peptide-MHC class I binding affinity with 185,985 pairs from IEDB/IMGT. The task is: Regression. Given a peptide amino acid sequence and an MHC pseudo amino acid sequence, predict their binding affinity value. This is MHC class I binding data. The peptide sequence is EDYLELDTI. The MHC is Mamu-B01 with pseudo-sequence Mamu-B01. The binding affinity (normalized) is 1.00.